This data is from Aqueous solubility values for 9,982 compounds from the AqSolDB database. The task is: Regression/Classification. Given a drug SMILES string, predict its absorption, distribution, metabolism, or excretion properties. Task type varies by dataset: regression for continuous measurements (e.g., permeability, clearance, half-life) or binary classification for categorical outcomes (e.g., BBB penetration, CYP inhibition). For this dataset (solubility_aqsoldb), we predict Y. (1) The drug is CCCCC(CC)COC(=O)OOC(C)(C)C. The Y is -4.66 log mol/L. (2) The compound is Clc1cc(-c2cc(Cl)c(Cl)c(Cl)c2)cc(Cl)c1Cl. The Y is -8.85 log mol/L. (3) The Y is -2.43 log mol/L. The compound is O=C(O)/C=C/c1ccccc1. (4) The compound is CCCCCCl. The Y is -2.73 log mol/L. (5) The Y is -2.29 log mol/L. The compound is O=C(O)COc1ccc(Cl)cc1. (6) The drug is O=S(=O)([O-])c1ccc(N=Nc2ccc(N=Nc3ccc(/C=C/c4ccc(N=Nc5ccc(/C=C/c6ccc(N=Nc7ccc(N=Nc8ccc(S(=O)(=O)[O-])cc8)cc7)cc6S(=O)(=O)[O-])c(S(=O)(=O)[O-])c5)cc4S(=O)(=O)[O-])c(S(=O)(=O)[O-])c3)cc2)cc1.O=S(=O)([O-])c1ccc(N=Nc2ccc(N=Nc3ccc(/C=C/c4ccc(N=Nc5ccc(N=Nc6ccc(S(=O)(=O)[O-])cc6)cc5)cc4S(=O)(=O)[O-])c(S(=O)(=O)[O-])c3)cc2)cc1.[Na+].[Na+].[Na+].[Na+].[Na+].[Na+].[Na+].[Na+].[Na+].[Na+]. The Y is -1.23 log mol/L. (7) The compound is CCN(CC)c1cccc(NC(C)=O)c1. The Y is -2.47 log mol/L.